Dataset: Full USPTO retrosynthesis dataset with 1.9M reactions from patents (1976-2016). Task: Predict the reactants needed to synthesize the given product. (1) The reactants are: [NH2:1][C:2]1[CH:7]=[CH:6][C:5]([N:8]([C:13]2[C:32]([CH:33]3[CH2:35][CH2:34]3)=[CH:31][C:16]3[C:17]([C:27](=[O:30])[NH:28][CH3:29])=[C:18]([C:20]4[CH:25]=[CH:24][C:23]([F:26])=[CH:22][CH:21]=4)[O:19][C:15]=3[CH:14]=2)[S:9]([CH3:12])(=[O:11])=[O:10])=[CH:4][C:3]=1[CH2:36][C:37](OC)=[O:38].[H-].[Al+3].[Li+].[H-].[H-].[H-].C1COCC1.CCCCCC.CCOC(C)=O. Given the product [NH2:1][C:2]1[CH:7]=[CH:6][C:5]([N:8]([C:13]2[C:32]([CH:33]3[CH2:35][CH2:34]3)=[CH:31][C:16]3[C:17]([C:27]([NH:28][CH3:29])=[O:30])=[C:18]([C:20]4[CH:21]=[CH:22][C:23]([F:26])=[CH:24][CH:25]=4)[O:19][C:15]=3[CH:14]=2)[S:9]([CH3:12])(=[O:11])=[O:10])=[CH:4][C:3]=1[CH2:36][CH2:37][OH:38], predict the reactants needed to synthesize it. (2) Given the product [Cl:32][C:6]1[CH:5]=[C:4]([C:33]2[CH:38]=[CH:37][C:36]([C:39]([N:48]3[CH2:49][CH2:50][N:45]([CH2:44][CH2:43][F:42])[CH2:46][CH2:47]3)=[O:40])=[CH:35][CH:34]=2)[CH:3]=[C:2]([Cl:1])[C:7]=1[CH2:8][C@@H:9]1[CH2:13][CH2:12][N:11]([C@H:14]2[CH2:19][CH2:18][C@@H:17]([O:20][Si:21]([CH:22]([CH3:24])[CH3:23])([CH:28]([CH3:29])[CH3:30])[CH:25]([CH3:26])[CH3:27])[CH2:16][CH2:15]2)[C:10]1=[O:31], predict the reactants needed to synthesize it. The reactants are: [Cl:1][C:2]1[CH:3]=[C:4]([C:33]2[CH:38]=[CH:37][C:36]([C:39](O)=[O:40])=[CH:35][CH:34]=2)[CH:5]=[C:6]([Cl:32])[C:7]=1[CH2:8][C@@H:9]1[CH2:13][CH2:12][N:11]([C@H:14]2[CH2:19][CH2:18][C@@H:17]([O:20][Si:21]([CH:28]([CH3:30])[CH3:29])([CH:25]([CH3:27])[CH3:26])[CH:22]([CH3:24])[CH3:23])[CH2:16][CH2:15]2)[C:10]1=[O:31].[F:42][CH2:43][CH2:44][N:45]1[CH2:50][CH2:49][NH:48][CH2:47][CH2:46]1.C(N(C(C)C)CC)(C)C.Cl.CN(C)CCCN=C=NCC. (3) Given the product [Br:1][C:2]1[CH:3]=[CH:4][C:5]([CH2:6][C:7]2[CH:8]=[N:9][C:10]3[N:11]([N:13]=[CH:14][C:15]=3[C:16]([NH:25][CH2:24][CH2:23][O:22][CH3:21])=[O:18])[CH:12]=2)=[CH:19][CH:20]=1, predict the reactants needed to synthesize it. The reactants are: [Br:1][C:2]1[CH:20]=[CH:19][C:5]([CH2:6][C:7]2[CH:8]=[N:9][C:10]3[N:11]([N:13]=[CH:14][C:15]=3[C:16]([OH:18])=O)[CH:12]=2)=[CH:4][CH:3]=1.[CH3:21][O:22][CH2:23][CH2:24][NH2:25].C(N(CC)C(C)C)(C)C.CCCP1(OP(CCC)(=O)OP(CCC)(=O)O1)=O. (4) Given the product [ClH:13].[Cl:13][C:14]1[CH:24]=[CH:23][C:17]([O:18][CH2:19][CH2:20][CH2:21][NH:22][C:10]([CH:8]2[CH2:7][CH2:6][C:5]3[NH:1][CH:2]=[N:3][C:4]=3[CH2:9]2)=[O:12])=[CH:16][CH:15]=1, predict the reactants needed to synthesize it. The reactants are: [N:1]1[C:5]2[CH2:6][CH2:7][CH:8]([C:10]([OH:12])=O)[CH2:9][C:4]=2[NH:3][CH:2]=1.[Cl:13][C:14]1[CH:24]=[CH:23][C:17]([O:18][CH2:19][CH2:20][CH2:21][NH2:22])=[CH:16][CH:15]=1. (5) Given the product [OH:16][CH2:15][C:10]12[CH2:13][CH2:14][C:7]([C:5]([OH:6])=[O:4])([CH2:8][CH2:9]1)[CH2:12][CH2:11]2, predict the reactants needed to synthesize it. The reactants are: [OH-].[Li+].C[O:4][C:5]([C:7]12[CH2:14][CH2:13][C:10]([CH2:15][OH:16])([CH2:11][CH2:12]1)[CH2:9][CH2:8]2)=[O:6]. (6) Given the product [Br:12][C:13]1[CH:14]=[CH:15][C:16]([C:19]2[CH:24]=[CH:23][CH:22]=[CH:21][CH:20]=2)=[CH:17][CH:18]=1.[C:16]1([C:19]2[CH:24]=[CH:23][CH:22]=[CH:21][CH:20]=2)[CH:17]=[CH:18][C:13]([CH2:28][C@H:27]([OH:29])[CH2:25][Cl:26])=[CH:14][CH:15]=1, predict the reactants needed to synthesize it. The reactants are: [Mg].N#N.[Mg].C1COCC1.II.[Br:12][C:13]1[CH:18]=[CH:17][C:16]([C:19]2[CH:24]=[CH:23][CH:22]=[CH:21][CH:20]=2)=[CH:15][CH:14]=1.[CH2:25]([C@H:27]1[O:29][CH2:28]1)[Cl:26].Cl. (7) Given the product [NH3:5].[CH2:32]([C:29]1[CH:30]=[CH:31][C:26]([CH2:25][N:5]2[CH2:6][CH:7]3[CH:3]([C:2]3([C:8]3[CH:9]=[C:10]([NH:14][S:15]([CH3:18])(=[O:17])=[O:16])[CH:11]=[CH:12][CH:13]=3)[CH3:1])[CH2:4]2)=[CH:27][CH:28]=1)[CH3:33], predict the reactants needed to synthesize it. The reactants are: [CH3:1][C:2]1([C:8]2[CH:9]=[C:10]([NH:14][S:15]([CH3:18])(=[O:17])=[O:16])[CH:11]=[CH:12][CH:13]=2)[CH:7]2[CH:3]1[CH2:4][NH:5][CH2:6]2.C(=O)([O-])O.[Na+].Cl[CH2:25][C:26]1[CH:31]=[CH:30][C:29]([CH2:32][CH3:33])=[CH:28][CH:27]=1.[I-].[Na+]. (8) Given the product [N+:20]([C:23]1[CH:41]=[CH:40][C:26]([CH2:27][O:28][C:29]([C:31]2[N:32]3[CH:35]([S:36][CH:37]=2)[C:34]([CH:53]([O:52][C:50](=[O:51])[CH3:49])[C:12]2[CH:13]=[CH:14][C:7]4[O:6][CH2:5][C:4]5=[CH:3][CH:2]=[N:1][N:10]5[CH2:9][C:8]=4[CH:11]=2)([Br:38])[C:33]3=[O:39])=[O:30])=[CH:25][CH:24]=1)([O-:22])=[O:21], predict the reactants needed to synthesize it. The reactants are: [NH:1]1[N:10]2[C:4](=[CH:5][O:6][C:7]3[CH:14]=[CH:13][CH:12]=[CH:11][C:8]=3[CH2:9]2)[CH:3]=[C:2]1C=O.[Mg+2].[Br-].[Br-].[N+:20]([C:23]1[CH:41]=[CH:40][C:26]([CH2:27][O:28][C:29]([C:31]2[N:32]3[CH:35]([S:36][CH:37]=2)[CH:34]([Br:38])[C:33]3=[O:39])=[O:30])=[CH:25][CH:24]=1)([O-:22])=[O:21].CCN(CC)CC.[CH3:49][C:50]([O:52][C:53](C)=O)=[O:51].